From a dataset of Forward reaction prediction with 1.9M reactions from USPTO patents (1976-2016). Predict the product of the given reaction. (1) Given the reactants [NH2:1][C:2]1[CH:7]=[CH:6][C:5]([OH:8])=[C:4]([CH3:9])[CH:3]=1.ClC1C=C(NC2C3C(O)=CC=CC=3N=CN=2)C=CC=1O[CH2:18][C:19]1[CH:24]=[CH:23][CH:22]=[CH:21][N:20]=1.[H-].[Na+].C[N:40](C=O)C, predict the reaction product. The product is: [NH2:1][C:2]1[CH:7]=[CH:6][C:5]([O:8][C:22]2[CH:23]=[CH:24][C:19]([C:18]#[N:40])=[N:20][CH:21]=2)=[C:4]([CH3:9])[CH:3]=1. (2) Given the reactants [N:1]1([C:7]2[CH:8]=[CH:9][C:10]3[N:11]([C:13]([C:16]([F:19])([F:18])[F:17])=[N:14][N:15]=3)[N:12]=2)[CH2:6][CH2:5][NH:4][CH2:3][CH2:2]1.[N:20]1[CH:25]=[CH:24][CH:23]=[C:22]([C:26]2[CH:33]=[CH:32][C:29]([CH:30]=O)=[CH:28][CH:27]=2)[CH:21]=1, predict the reaction product. The product is: [N:20]1[CH:25]=[CH:24][CH:23]=[C:22]([C:26]2[CH:27]=[CH:28][C:29]([CH2:30][N:4]3[CH2:3][CH2:2][N:1]([C:7]4[CH:8]=[CH:9][C:10]5[N:11]([C:13]([C:16]([F:17])([F:18])[F:19])=[N:14][N:15]=5)[N:12]=4)[CH2:6][CH2:5]3)=[CH:32][CH:33]=2)[CH:21]=1. (3) The product is: [Cl:20][C:17]1[CH:18]=[CH:19][C:14]([CH:7]([NH:6][C:4]([CH2:3][NH:2][C:27]([C:24]2[CH:23]=[C:22]([CH3:21])[O:26][N:25]=2)=[O:28])=[O:5])[C:8]2[CH:13]=[CH:12][CH:11]=[CH:10][CH:9]=2)=[CH:15][CH:16]=1. Given the reactants Cl.[NH2:2][CH2:3][C:4]([NH:6][CH:7]([C:14]1[CH:19]=[CH:18][C:17]([Cl:20])=[CH:16][CH:15]=1)[C:8]1[CH:13]=[CH:12][CH:11]=[CH:10][CH:9]=1)=[O:5].[CH3:21][C:22]1[O:26][N:25]=[C:24]([C:27](O)=[O:28])[CH:23]=1, predict the reaction product. (4) The product is: [CH2:1]([NH:3][C:4](=[O:5])[NH:6][C:7]1[CH:8]=[CH:9][C:10]([C:13]2[N:14]=[C:15]([N:23]3[CH2:28][CH2:27][O:26][CH2:25][C@@H:24]3[CH3:29])[C:16]3[CH2:22][CH2:21][N:20]([C:31]([O:33][CH2:34][CH3:35])=[O:32])[CH2:19][C:17]=3[N:18]=2)=[CH:11][CH:12]=1)[CH3:2]. Given the reactants [CH2:1]([NH:3][C:4]([NH:6][C:7]1[CH:12]=[CH:11][C:10]([C:13]2[N:14]=[C:15]([N:23]3[CH2:28][CH2:27][O:26][CH2:25][C@@H:24]3[CH3:29])[C:16]3[CH2:22][CH2:21][NH:20][CH2:19][C:17]=3[N:18]=2)=[CH:9][CH:8]=1)=[O:5])[CH3:2].Cl[C:31]([O:33][CH2:34][CH3:35])=[O:32], predict the reaction product. (5) The product is: [CH:34]1([NH:33][C:25]2[C:26]([CH3:32])=[N:27][C:28]3[C:23]([N:24]=2)=[C:22]([C:14]2[NH:13][C:12]4[C:9]5([CH2:11][CH2:10]5)[NH:8][C:6](=[O:7])[C:16]=4[CH:15]=2)[CH:31]=[CH:30][CH:29]=3)[CH2:36][CH2:35]1. Given the reactants C(O[C:6]([NH:8][C:9]1([C:12]2[NH:13][C:14]([C:22]3[CH:31]=[CH:30][CH:29]=[C:28]4[C:23]=3[N:24]=[C:25]([NH:33][CH:34]3[CH2:36][CH2:35]3)[C:26]([CH3:32])=[N:27]4)=[CH:15][C:16]=2C(OCC)=O)[CH2:11][CH2:10]1)=[O:7])(C)(C)C.O[Li].O.Cl.Cl.CN(C)CCCN=C=NCC.ON1C2C=CC=CC=2N=N1.CCN(C(C)C)C(C)C, predict the reaction product. (6) Given the reactants S(=O)(=O)(O)O.C([O:8][C:9](=[O:19])[CH2:10][CH:11]1[O:18][CH:12]1[CH2:13][CH2:14][CH2:15][CH2:16][CH3:17])C.O, predict the reaction product. The product is: [OH:18][CH:11]1[CH:12]([CH2:13][CH2:14][CH2:15][CH2:16][CH3:17])[O:19][C:9](=[O:8])[CH2:10]1. (7) Given the reactants Cl.[NH2:2][C@@H:3]([CH2:6][C:7]1[CH:12]=[CH:11][C:10]([OH:13])=[CH:9][CH:8]=1)[CH2:4][OH:5].[CH:14](=O)[C:15]1[CH:20]=[CH:19][CH:18]=[CH:17][CH:16]=1.C(O)(=O)C.C(O[BH-](OC(=O)C)OC(=O)C)(=O)C.[Na+], predict the reaction product. The product is: [CH2:14]([NH:2][C@@H:3]([CH2:6][C:7]1[CH:8]=[CH:9][C:10]([OH:13])=[CH:11][CH:12]=1)[CH2:4][OH:5])[C:15]1[CH:20]=[CH:19][CH:18]=[CH:17][CH:16]=1. (8) Given the reactants [CH3:1][NH:2][CH3:3].C(O[C:7](=[O:31])[CH2:8][N:9]1[CH:14]=[CH:13][C:12]([N:15]2[CH:19]=[C:18]([C:20]#[C:21][C:22]3[CH:23]=[C:24]([CH3:28])[CH:25]=[CH:26][CH:27]=3)[N:17]=[C:16]2[CH3:29])=[CH:11][C:10]1=[O:30])C, predict the reaction product. The product is: [CH3:1][N:2]([CH3:3])[C:7](=[O:31])[CH2:8][N:9]1[CH:14]=[CH:13][C:12]([N:15]2[CH:19]=[C:18]([C:20]#[C:21][C:22]3[CH:23]=[C:24]([CH3:28])[CH:25]=[CH:26][CH:27]=3)[N:17]=[C:16]2[CH3:29])=[CH:11][C:10]1=[O:30].